The task is: Predict the reaction yield, written as a fraction of the theoretical maximum amount of product (1.0 means a 100% yield; for example, 0.34 means a 34% yield).. This data is from Reaction yield outcomes from USPTO patents with 853,638 reactions. (1) The reactants are [CH3:1][N:2]1[CH:6]=[C:5]([C:7]2[NH:36][C:10]3=[N:11][CH:12]=[CH:13][C:14]([C:15]4[CH:20]=[CH:19][C:18]([C:21]5([NH:24]C(C6OC(C(C)(C)C)=NN=6)=O)CC5)=[CH:17][CH:16]=4)=[C:9]3[N:8]=2)[CH:4]=[N:3]1.ClC1C=CN=C2NC(C3C=NN(C)C=3)=NC=12.NCC1C=CC(B(O)O)=CC=1.P([O-])([O-])([O-])=O.[K+].[K+].[K+].C([O-])(=O)C.[Na+].C(#N)C. The product is [CH3:1][N:2]1[CH:6]=[C:5]([C:7]2[NH:36][C:10]3=[N:11][CH:12]=[CH:13][C:14]([C:15]4[CH:20]=[CH:19][C:18]([CH2:21][NH2:24])=[CH:17][CH:16]=4)=[C:9]3[N:8]=2)[CH:4]=[N:3]1. No catalyst specified. The yield is 0.570. (2) The reactants are [N+:1]([C:4]1[CH:5]=[N:6][CH:7]=[CH:8][C:9]=1[NH2:10])([O-:3])=[O:2].CC([O-])=O.[Na+].[Br:16]Br.C([O-])(O)=O.[Na+]. The catalyst is O.C(O)(=O)C. The product is [Br:16][C:8]1[CH:7]=[N:6][CH:5]=[C:4]([N+:1]([O-:3])=[O:2])[C:9]=1[NH2:10]. The yield is 0.770. (3) The reactants are [Si]([O:8][C@@H:9]1[CH2:14][C@@H:13]([F:15])[CH2:12][NH:11][CH2:10]1)(C(C)(C)C)(C)C.Cl.[CH:17]([OH:20])([CH3:19])C.[CH3:21][OH:22]. No catalyst specified. The product is [F:15][C@@H:13]1[CH2:14][C@@H:9]([OH:8])[CH2:10][N:11]([C:21]([O:20][CH2:17][C:19]2[CH:10]=[CH:9][CH:14]=[CH:13][CH:12]=2)=[O:22])[CH2:12]1. The yield is 0.940. (4) The reactants are CC1C=CC(S(O[CH2:12][CH2:13][CH2:14][CH2:15][C:16]2[C:24]3[C:19](=[CH:20][CH:21]=[C:22]([F:25])[CH:23]=3)[NH:18][CH:17]=2)(=O)=O)=CC=1.[CH3:26][C:27]1[N:28]=[C:29]([N:37]2[CH2:42][CH2:41][NH:40][CH2:39][CH2:38]2)[S:30][C:31]=1[C:32]([O:34][CH2:35][CH3:36])=[O:33].C(=O)([O-])[O-].[K+].[K+].[I-].[K+]. The catalyst is C(#N)C. The product is [F:25][C:22]1[CH:23]=[C:24]2[C:19](=[CH:20][CH:21]=1)[NH:18][CH:17]=[C:16]2[CH2:15][CH2:14][CH2:13][CH2:12][N:40]1[CH2:41][CH2:42][N:37]([C:29]2[S:30][C:31]([C:32]([O:34][CH2:35][CH3:36])=[O:33])=[C:27]([CH3:26])[N:28]=2)[CH2:38][CH2:39]1. The yield is 0.820. (5) The reactants are C(P(C(C)(C)C)C1N(C2C=CC=CC=2)C2C(C=1)=CC=CC=2)(C)(C)C.[NH2:25][C:26]1[C:31]([CH2:32][C:33]2[CH:38]=[CH:37][CH:36]=[CH:35][CH:34]=2)=[N:30][C:29](Br)=[C:28]([Cl:40])[N:27]=1.[CH:41]([C:43]1[CH:48]=[C:47]([O:49][CH3:50])[CH:46]=[CH:45][C:44]=1B(O)O)=[O:42].[F-].[K+]. The catalyst is C1COCC1.[CH2-]C=C.[CH2-]C=C.Cl[Pd+].Cl[Pd+].O. The product is [NH2:25][C:26]1[N:27]=[C:28]([Cl:40])[C:29]([C:44]2[CH:45]=[CH:46][C:47]([O:49][CH3:50])=[CH:48][C:43]=2[CH:41]=[O:42])=[N:30][C:31]=1[CH2:32][C:33]1[CH:38]=[CH:37][CH:36]=[CH:35][CH:34]=1. The yield is 0.769. (6) The yield is 0.826. The catalyst is C1COCC1.[I-].C([N+](CCCC)(CCCC)CCCC)CCC. The product is [CH3:4][C:2]([Si:5]([CH3:18])([CH3:17])[O:6][CH2:7][CH2:8][C:9]1[O:10][C:11]([CH2:14][CH2:15][O:16][CH2:21][C:22]2[CH:27]=[CH:26][CH:25]=[CH:24][CH:23]=2)=[CH:12][CH:13]=1)([CH3:1])[CH3:3]. The reactants are [CH3:1][C:2]([Si:5]([CH3:18])([CH3:17])[O:6][CH2:7][CH2:8][C:9]1[O:10][C:11]([CH2:14][CH2:15][OH:16])=[CH:12][CH:13]=1)([CH3:4])[CH3:3].[H-].[Na+].[CH2:21](Br)[C:22]1[CH:27]=[CH:26][CH:25]=[CH:24][CH:23]=1.O. (7) The reactants are [Cl:1][C:2]1[N:7]=[C:6](Cl)[C:5]([F:9])=[CH:4][N:3]=1.N#N.[CH2:12]1[CH2:22][O:21][C:20]2[CH:19]=[CH:18][C:16]([NH2:17])=[CH:15][C:14]=2[O:13]1.Cl. The catalyst is O.CO. The product is [Cl:1][C:2]1[N:7]=[C:6]([NH:17][C:16]2[CH:18]=[CH:19][C:20]3[O:21][CH2:22][CH2:12][O:13][C:14]=3[CH:15]=2)[C:5]([F:9])=[CH:4][N:3]=1. The yield is 0.780.